From a dataset of Catalyst prediction with 721,799 reactions and 888 catalyst types from USPTO. Predict which catalyst facilitates the given reaction. (1) Reactant: C([O:3][C:4](=[O:20])[CH2:5][CH:6]1[O:10][B:9]([OH:11])[C:8]2[CH:12]=[C:13]([OH:19])[CH:14]=[C:15]([CH2:16][O:17][CH3:18])[C:7]1=2)C.[Li+].[OH-].Cl. Product: [OH:11][B:9]1[C:8]2[CH:12]=[C:13]([OH:19])[CH:14]=[C:15]([CH2:16][O:17][CH3:18])[C:7]=2[CH:6]([CH2:5][C:4]([OH:20])=[O:3])[O:10]1. The catalyst class is: 20. (2) Reactant: C1(P(C2C=CC=CC=2)C2C=CC=CC=2)C=CC=CC=1.N1C=CN=C1.[I:25]I.[Cl:27][C:28]1[C:33]([C:34]2[CH:39]=[CH:38][CH:37]=[CH:36][CH:35]=2)=[N:32][N:31]=[C:30]2[N:40]([CH2:49][CH2:50]O)[N:41]=[C:42]([C:43]3[CH:48]=[CH:47][CH:46]=[CH:45][CH:44]=3)[C:29]=12. Product: [Cl:27][C:28]1[C:33]([C:34]2[CH:39]=[CH:38][CH:37]=[CH:36][CH:35]=2)=[N:32][N:31]=[C:30]2[N:40]([CH2:49][CH2:50][I:25])[N:41]=[C:42]([C:43]3[CH:48]=[CH:47][CH:46]=[CH:45][CH:44]=3)[C:29]=12. The catalyst class is: 2. (3) Reactant: [NH2:1][C:2]1[N:7]=[CH:6][C:5]([OH:8])=[CH:4][CH:3]=1.[CH2:9]([O:11][C:12](=[O:17])[C:13](=O)[CH2:14]Br)[CH3:10]. Product: [CH2:9]([O:11][C:12]([C:13]1[N:1]=[C:2]2[CH:3]=[CH:4][C:5]([OH:8])=[CH:6][N:7]2[CH:14]=1)=[O:17])[CH3:10]. The catalyst class is: 8. (4) Reactant: [Cl:1][C:2]1[N:11]=[C:10](Cl)[C:9]2[C:4](=[CH:5][CH:6]=[CH:7][CH:8]=2)[N:3]=1.[CH2:13]([NH2:16])[CH2:14][CH3:15].C(N(CC)CC)C. Product: [Cl:1][C:2]1[N:11]=[C:10]([NH:16][CH2:13][CH2:14][CH3:15])[C:9]2[C:4](=[CH:5][CH:6]=[CH:7][CH:8]=2)[N:3]=1. The catalyst class is: 115. (5) Reactant: CO[C:3](=[O:13])[C:4]1[C:9]([CH2:10]Br)=[CH:8][CH:7]=[CH:6][C:5]=1[Br:12].[C:14]([C:18]1[CH:24]=[CH:23][C:21]([NH2:22])=[CH:20][CH:19]=1)([CH3:17])([CH3:16])[CH3:15]. Product: [Br:12][C:5]1[CH:6]=[CH:7][CH:8]=[C:9]2[C:4]=1[C:3](=[O:13])[N:22]([C:21]1[CH:23]=[CH:24][C:18]([C:14]([CH3:17])([CH3:16])[CH3:15])=[CH:19][CH:20]=1)[CH2:10]2. The catalyst class is: 41. (6) Reactant: [CH3:1][S:2](Cl)(=[O:4])=[O:3].C(N(CC)CC)C.[CH3:13][N:14]([CH3:28])[CH2:15][CH2:16][NH:17][C:18]1[CH:27]=[CH:26][C:21]([C:22]([O:24][CH3:25])=[O:23])=[CH:20][CH:19]=1. Product: [CH3:28][N:14]([CH3:13])[CH2:15][CH2:16][N:17]([S:2]([CH3:1])(=[O:4])=[O:3])[C:18]1[CH:27]=[CH:26][C:21]([C:22]([O:24][CH3:25])=[O:23])=[CH:20][CH:19]=1. The catalyst class is: 124. (7) Reactant: [CH2:1]([N:8]1[CH2:13][CH2:12][NH:11][C@@H:10]([CH2:14][CH2:15][S:16][CH3:17])[CH2:9]1)[C:2]1[CH:7]=[CH:6][CH:5]=[CH:4][CH:3]=1.C=O.[C:20](O[BH-](OC(=O)C)OC(=O)C)(=[O:22])C.[Na+].[OH-].[Na+]. Product: [NH3:8].[CH3:20][OH:22].[CH2:1]([N:8]1[CH2:13][CH2:12][N:11]([CH3:20])[C@@H:10]([CH2:14][CH2:15][S:16][CH3:17])[CH2:9]1)[C:2]1[CH:3]=[CH:4][CH:5]=[CH:6][CH:7]=1. The catalyst class is: 2. (8) Reactant: B(Br)(Br)Br.C[O:6][C:7]1[CH:12]=[CH:11][C:10]([C:13]2([C:19]#[N:20])[CH2:18][CH2:17][O:16][CH2:15][CH2:14]2)=[CH:9][CH:8]=1. Product: [OH:6][C:7]1[CH:12]=[CH:11][C:10]([C:13]2([C:19]#[N:20])[CH2:18][CH2:17][O:16][CH2:15][CH2:14]2)=[CH:9][CH:8]=1. The catalyst class is: 2. (9) Reactant: [N:1]1[CH:6]=[CH:5][CH:4]=[CH:3][C:2]=1[N:7]([CH2:31][CH2:32][C:33]([O:35][CH2:36][CH3:37])=[O:34])[C:8]([C:10]1[CH:30]=[CH:29][C:13]2[N:14]([CH2:27]C)[C:15]([CH2:17][NH:18][C:19]3[CH:24]=[CH:23][C:22]([C:25]#[N:26])=[CH:21][CH:20]=3)=[N:16][C:12]=2[CH:11]=1)=[O:9].[ClH:38].C(O)C.C(=O)([O-])[O-].[NH4+:46].[NH4+]. Product: [ClH:38].[N:1]1[CH:6]=[CH:5][CH:4]=[CH:3][C:2]=1[N:7]([CH2:31][CH2:32][C:33]([O:35][CH2:36][CH3:37])=[O:34])[C:8]([C:10]1[CH:30]=[CH:29][C:13]2[N:14]([CH3:27])[C:15]([CH2:17][NH:18][C:19]3[CH:20]=[CH:21][C:22]([C:25](=[NH:26])[NH2:46])=[CH:23][CH:24]=3)=[N:16][C:12]=2[CH:11]=1)=[O:9]. The catalyst class is: 98.